Task: Predict the reactants needed to synthesize the given product.. Dataset: Full USPTO retrosynthesis dataset with 1.9M reactions from patents (1976-2016) Given the product [CH3:14][C:13]1([CH3:15])[O:16][C:8](=[O:17])[C:9](=[C:3]2[CH2:4][CH2:5][CH2:6][NH:7]2)[C:10](=[O:11])[O:12]1, predict the reactants needed to synthesize it. The reactants are: CO[C:3]1[CH2:4][CH2:5][CH2:6][N:7]=1.[C:8]1(=[O:17])[O:16][C:13]([CH3:15])([CH3:14])[O:12][C:10](=[O:11])[CH2:9]1.C(N(CC)CC)C.